Dataset: Reaction yield outcomes from USPTO patents with 853,638 reactions. Task: Predict the reaction yield, written as a fraction of the theoretical maximum amount of product (1.0 means a 100% yield; for example, 0.34 means a 34% yield). (1) The product is [O:1]1[C:5]2[CH:6]=[CH:7][C:8]([C:10]3([C:13]([NH:47][C:48]4[CH:49]=[C:50]5[C:54](=[CH:55][CH:56]=4)[NH:53][C:52]([C:57]([CH3:61])([CH3:60])[CH2:58][OH:59])=[CH:51]5)=[O:15])[CH2:11][CH2:12]3)=[CH:9][C:4]=2[O:3][CH2:2]1. The yield is 0.750. The reactants are [O:1]1[C:5]2[CH:6]=[CH:7][C:8]([C:10]3([C:13]([OH:15])=O)[CH2:12][CH2:11]3)=[CH:9][C:4]=2[O:3][CH2:2]1.CN(C(ON1N=NC2C=CC=CC1=2)=[N+](C)C)C.F[P-](F)(F)(F)(F)F.CCN(CC)CC.[NH2:47][C:48]1[CH:49]=[C:50]2[C:54](=[CH:55][CH:56]=1)[NH:53][C:52]([C:57]([CH3:61])([CH3:60])[CH2:58][OH:59])=[CH:51]2. The catalyst is C(#N)C. (2) The reactants are [SH:1][CH2:2][CH2:3][C:4]([OH:6])=[O:5].[F:7][C:8]([F:12])([F:11])[CH:9]=[CH2:10]. The catalyst is N(C(C)(C)C#N)=NC(C)(C)C#N.C(C1C=CC=CC=1)(=O)CCCCCCC.C1(C)C=CC=CC=1. The product is [F:7][C:8]([F:12])([F:11])[CH2:9][CH2:10][S:1][CH2:2][CH2:3][C:4]([OH:6])=[O:5]. The yield is 0.830.